From a dataset of Forward reaction prediction with 1.9M reactions from USPTO patents (1976-2016). Predict the product of the given reaction. (1) Given the reactants [CH3:1][N:2]1[C:7]2=[N:8][CH:9]=[N:10][C:11]([C:12]3[CH:17]=[CH:16][CH:15]=[CH:14][CH:13]=3)=[C:6]2[CH2:5][C:4]([CH3:18])=[N:3]1.[BH4-].[Na+].B(O)(O)O, predict the reaction product. The product is: [CH3:1][N:2]1[C:7]2=[N:8][CH:9]=[N:10][C:11]([C:12]3[CH:17]=[CH:16][CH:15]=[CH:14][CH:13]=3)=[C:6]2[CH2:5][CH:4]([CH3:18])[NH:3]1. (2) Given the reactants [N+:1]([C:4]1[CH:9]=[CH:8][CH:7]=[CH:6][C:5]=1[O:10][CH2:11][CH2:12][CH2:13][CH2:14][CH:15]=[CH2:16])([O-])=O.[N+](C1C=CC=CC=1O)([O-])=O.BrCCCCC=C.C([O-])([O-])=O.[Na+].[Na+], predict the reaction product. The product is: [CH2:11]([O:10][C:5]1[CH:6]=[CH:7][CH:8]=[CH:9][C:4]=1[NH2:1])[CH2:12][CH2:13][CH2:14][CH:15]=[CH2:16]. (3) Given the reactants Cl.[NH:2]1[CH2:7][CH2:6][CH:5]([CH2:8][CH2:9][CH2:10][CH2:11][OH:12])[CH2:4][CH2:3]1.C(=O)([O-])[O-].[K+].[K+].I[CH2:20][CH3:21], predict the reaction product. The product is: [CH2:20]([N:2]1[CH2:7][CH2:6][CH:5]([CH2:8][CH2:9][CH2:10][CH2:11][OH:12])[CH2:4][CH2:3]1)[CH3:21]. (4) The product is: [Br:1][CH2:2][CH2:3][CH2:4][N:18]([CH2:19][CH2:20][CH3:21])[S:15]([C:10]1[CH:11]=[CH:12][CH:13]=[CH:14][C:9]=1[N+:6]([O-:8])=[O:7])(=[O:16])=[O:17]. Given the reactants [Br:1][CH2:2][CH2:3][CH2:4]Br.[N+:6]([C:9]1[CH:14]=[CH:13][CH:12]=[CH:11][C:10]=1[S:15]([NH:18][CH2:19][CH2:20][CH3:21])(=[O:17])=[O:16])([O-:8])=[O:7].[H-].[Na+].C(Cl)Cl, predict the reaction product. (5) Given the reactants Br[C:2]1[CH:3]=[CH:4][C:5]([C:8]#[N:9])=[N:6][CH:7]=1.[F:10][C:11]([F:20])([F:19])[C:12]1[CH:13]=[C:14]([SH:18])[CH:15]=[CH:16][CH:17]=1.C(=O)([O-])[O-].[K+].[K+], predict the reaction product. The product is: [F:20][C:11]([F:10])([F:19])[C:12]1[CH:13]=[C:14]([S:18][C:2]2[CH:3]=[CH:4][C:5]([C:8]#[N:9])=[N:6][CH:7]=2)[CH:15]=[CH:16][CH:17]=1. (6) Given the reactants Cl[C:2]1[S:3][C:4]([C:8]([N:10]([CH3:12])[CH3:11])=[O:9])=[C:5]([Cl:7])[N:6]=1.[N:13]1[CH:18]=[CH:17][CH:16]=[C:15](B(O)O)[CH:14]=1.C(=O)([O-])[O-].[K+].[K+], predict the reaction product. The product is: [Cl:7][C:5]1[N:6]=[C:2]([C:15]2[CH:14]=[N:13][CH:18]=[CH:17][CH:16]=2)[S:3][C:4]=1[C:8]([N:10]([CH3:12])[CH3:11])=[O:9]. (7) Given the reactants C(C[C:4](OCC)=[O:5])#N.[C:9]1(=[O:14])[CH2:13][CH2:12][CH2:11][CH2:10]1.C1C[CH2:19][C:18](CN)([CH2:21]C(O)=O)[CH2:17]C1.NC[CH2:29][C:30]([OH:32])=[O:31].[C:33]([O-])(=O)C.[NH4+].N1CCCCC1, predict the reaction product. The product is: [CH3:4][O:5][C:9](=[O:14])[CH:13]([CH2:12][CH:11]([CH3:10])[CH3:33])[CH2:29][C:30]([O:32][C:18]([CH3:21])([CH3:19])[CH3:17])=[O:31]. (8) Given the reactants [CH3:1][O:2][C:3]1[CH:8]=[CH:7][CH:6]=[CH:5][C:4]=1[N:9]1[CH2:14][CH2:13][N:12]([CH2:15][CH2:16][C:17]([C:20]2[CH:25]=[CH:24][CH:23]=[CH:22][CH:21]=2)=[N:18][OH:19])[CH2:11][CH2:10]1.[CH3:26][C:27](C)([O-])C.[K+].C(I)C, predict the reaction product. The product is: [CH2:26]([O:19][N:18]=[C:17]([C:20]1[CH:25]=[CH:24][CH:23]=[CH:22][CH:21]=1)[CH2:16][CH2:15][N:12]1[CH2:11][CH2:10][N:9]([C:4]2[CH:5]=[CH:6][CH:7]=[CH:8][C:3]=2[O:2][CH3:1])[CH2:14][CH2:13]1)[CH3:27].